Dataset: Reaction yield outcomes from USPTO patents with 853,638 reactions. Task: Predict the reaction yield, written as a fraction of the theoretical maximum amount of product (1.0 means a 100% yield; for example, 0.34 means a 34% yield). (1) The reactants are [I:1][C:2]1[CH:7]=[CH:6][C:5]([C:8]([CH3:13])([CH3:12])[C:9]([OH:11])=O)=[CH:4][C:3]=1[O:14][CH3:15].[CH2:16]([NH:18][CH2:19][CH3:20])[CH3:17]. The catalyst is S(Cl)(Cl)=O.C(OCC)(=O)C. The product is [CH2:16]([N:18]([CH2:19][CH3:20])[C:9](=[O:11])[C:8]([C:5]1[CH:6]=[CH:7][C:2]([I:1])=[C:3]([O:14][CH3:15])[CH:4]=1)([CH3:13])[CH3:12])[CH3:17]. The yield is 0.950. (2) The reactants are [Cl:1][C:2]1[N:10]=[CH:9][C:8]([F:11])=[CH:7][C:3]=1[C:4](O)=[O:5].C[N:13](C=O)C.C(Cl)(=O)C(Cl)=O. The catalyst is C(Cl)Cl. The product is [Cl:1][C:2]1[N:10]=[CH:9][C:8]([F:11])=[CH:7][C:3]=1[C:4]([NH2:13])=[O:5]. The yield is 0.890. (3) The reactants are [CH3:1][C:2]1[C:3]([OH:16])=[N:4][CH:5]=[N:6][C:7]=1[CH2:8][C:9]1[CH:14]=[CH:13][CH:12]=[CH:11][C:10]=1[CH3:15].Br[C:18]1[CH:23]=[CH:22][C:21]([OH:24])=[C:20]([F:25])[CH:19]=1.CNCCNC.P([O-])([O-])([O-])=O.[K+].[K+].[K+]. The catalyst is [Cu]I. The product is [F:25][C:20]1[CH:19]=[C:18]([N:4]2[C:3](=[O:16])[C:2]([CH3:1])=[C:7]([CH2:8][C:9]3[CH:14]=[CH:13][CH:12]=[CH:11][C:10]=3[CH3:15])[N:6]=[CH:5]2)[CH:23]=[CH:22][C:21]=1[OH:24]. The yield is 0.400. (4) The reactants are [Cl:1][C:2]1[N:3]=[C:4]([NH:11][C@@H:12]2[CH2:16][CH2:15][NH:14][CH2:13]2)[C:5]2[S:10][CH:9]=[CH:8][C:6]=2[N:7]=1.C(N(CC)CC)C.[C:24](Cl)(=[O:27])[CH:25]=[CH2:26]. The catalyst is ClCCl. The product is [Cl:1][C:2]1[N:3]=[C:4]([NH:11][C@@H:12]2[CH2:16][CH2:15][N:14]([C:24](=[O:27])[CH:25]=[CH2:26])[CH2:13]2)[C:5]2[S:10][CH:9]=[CH:8][C:6]=2[N:7]=1. The yield is 0.728. (5) The reactants are [NH2:1][C:2]1[CH:7]=[CH:6][C:5]([N:8]2[C:14](=[O:15])[CH2:13][C:12](=[O:16])[NH:11][C:10]3[C:17]4[C:22]([CH:23]=[CH:24][C:9]2=3)=[CH:21][CH:20]=[CH:19][CH:18]=4)=[CH:4][CH:3]=1.[CH3:25][C:26]1[CH:34]=[CH:33][C:32]([CH3:35])=[CH:31][C:27]=1[C:28](Cl)=[O:29].C(NC1C=CC(N2C(=O)CC(=O)NC3C4C(C=CC2=3)=CC=CC=4)=CC=1)(=O)C1C=CC=CC=1. No catalyst specified. The product is [CH3:25][C:26]1[CH:34]=[CH:33][C:32]([CH3:35])=[CH:31][C:27]=1[C:28]([NH:1][C:2]1[CH:7]=[CH:6][C:5]([N:8]2[C:14](=[O:15])[CH2:13][C:12](=[O:16])[NH:11][C:10]3[C:17]4[C:22]([CH:23]=[CH:24][C:9]2=3)=[CH:21][CH:20]=[CH:19][CH:18]=4)=[CH:4][CH:3]=1)=[O:29]. The yield is 0.330. (6) The reactants are [S:1]([N:11]1[C:15]2=[N:16][CH:17]=[C:18]([CH2:20][NH:21][C:22]([C@@H:24]3[CH2:29][CH2:28][CH2:27][N:26]([C:30]([O:32][C:33]([CH3:36])([CH3:35])[CH3:34])=[O:31])[CH2:25]3)=O)[N:19]=[C:14]2[CH:13]=[CH:12]1)([C:4]1[CH:10]=[CH:9][C:7]([CH3:8])=[CH:6][CH:5]=1)(=[O:3])=[O:2].COC1C=CC(P2(SP(C3C=CC(OC)=CC=3)(=S)S2)=[S:46])=CC=1.CCOC(C)=O. The catalyst is O1CCOCC1. The product is [S:1]([N:11]1[C:15]2=[N:16][CH:17]=[C:18]([CH2:20][NH:21][C:22]([C@@H:24]3[CH2:29][CH2:28][CH2:27][N:26]([C:30]([O:32][C:33]([CH3:36])([CH3:35])[CH3:34])=[O:31])[CH2:25]3)=[S:46])[N:19]=[C:14]2[CH:13]=[CH:12]1)([C:4]1[CH:10]=[CH:9][C:7]([CH3:8])=[CH:6][CH:5]=1)(=[O:3])=[O:2]. The yield is 0.740. (7) The reactants are C(OC(=O)[NH:10][CH2:11][CH2:12][CH2:13][CH2:14][C:15]1[CH:20]=[CH:19][C:18]([O:21][CH2:22][CH2:23][CH2:24][C:25]#[N:26])=[CH:17][CH:16]=1)C1C=CC=CC=1.CO[CH:30](OC)[CH2:31][NH2:32]. The catalyst is C(O)C. The product is [NH:32]1[CH:31]=[CH:30][N:26]=[C:25]1[CH2:24][CH2:23][CH2:22][O:21][C:18]1[CH:17]=[CH:16][C:15]([CH2:14][CH2:13][CH2:12][CH2:11][NH2:10])=[CH:20][CH:19]=1. The yield is 0.230. (8) The catalyst is C1COCC1. The yield is 0.616. The reactants are CON(C)[C:4]([C@@:6]1([CH3:13])[CH2:10][O:9][C:8]([CH3:12])([CH3:11])[O:7]1)=[O:5].[H-].[H-].[H-].[H-].[Li+].[Al+3].[NH4+].[Cl-]. The product is [CH3:11][C:8]1([CH3:12])[O:7][C@@:6]([CH3:13])([CH:4]=[O:5])[CH2:10][O:9]1. (9) The reactants are O[Li].O.O.C([O:9][C:10]([C:12]1([CH2:17][CH2:18][CH2:19][CH2:20][C:21](=[O:38])[CH2:22][CH2:23][CH2:24][CH2:25][C:26]2([C:31]([O:33]CCCC)=[O:32])[CH2:30][CH2:29][CH2:28][CH2:27]2)[CH2:16][CH2:15][CH2:14][CH2:13]1)=[O:11])CCC. The catalyst is CCO. The product is [C:31]([C:26]1([CH2:25][CH2:24][CH2:23][CH2:22][C:21](=[O:38])[CH2:20][CH2:19][CH2:18][CH2:17][C:12]2([C:10]([OH:11])=[O:9])[CH2:16][CH2:15][CH2:14][CH2:13]2)[CH2:27][CH2:28][CH2:29][CH2:30]1)([OH:33])=[O:32]. The yield is 0.950. (10) The reactants are [Cl:1][C:2]1[CH:10]=[CH:9][C:5]([CH2:6][C:7]#[N:8])=[CH:4][CH:3]=1.[Cl:11][C:12]1[C:13]([F:20])=[C:14]([CH:17]=[CH:18][CH:19]=1)[CH:15]=O.C[O-].[Na+]. The catalyst is CO. The product is [Cl:11][C:12]1[C:13]([F:20])=[C:14](/[CH:15]=[C:6](/[C:5]2[CH:9]=[CH:10][C:2]([Cl:1])=[CH:3][CH:4]=2)\[C:7]#[N:8])[CH:17]=[CH:18][CH:19]=1. The yield is 0.920.